From a dataset of Full USPTO retrosynthesis dataset with 1.9M reactions from patents (1976-2016). Predict the reactants needed to synthesize the given product. (1) The reactants are: [F:1][C:2]1[CH:7]=[CH:6][C:5]([C@:8]2([CH2:32][C:33]([CH3:37])([CH3:36])[C:34]#[N:35])[O:13][C:12](=[O:14])[N:11]([C@H:15]([C:17]3[CH:22]=[CH:21][C:20](B4OC(C)(C)C(C)(C)O4)=[CH:19][CH:18]=3)[CH3:16])[CH2:10][CH2:9]2)=[CH:4][CH:3]=1.Cl[C:39]1[CH:44]=[CH:43][N:42]=[C:41]([CH3:45])[N:40]=1. Given the product [F:1][C:2]1[CH:3]=[CH:4][C:5]([C@:8]2([CH2:32][C:33]([CH3:36])([CH3:37])[C:34]#[N:35])[O:13][C:12](=[O:14])[N:11]([C@H:15]([C:17]3[CH:22]=[CH:21][C:20]([C:39]4[CH:44]=[CH:43][N:42]=[C:41]([CH3:45])[N:40]=4)=[CH:19][CH:18]=3)[CH3:16])[CH2:10][CH2:9]2)=[CH:6][CH:7]=1, predict the reactants needed to synthesize it. (2) Given the product [CH2:14]([NH:21][CH:2]1[O:10][C@H:9]([CH2:11][OH:12])[C@@H:7]([OH:8])[C@H:5]([OH:6])[C@@H:3]1[NH:33][CH2:26][C:27]1[CH:32]=[CH:31][CH:30]=[CH:29][CH:28]=1)[C:15]1[CH:20]=[CH:19][CH:18]=[CH:17][CH:16]=1, predict the reactants needed to synthesize it. The reactants are: O[CH2:2][C:3]([C@H:5]([C@@H:7]([C@@H:9]([CH2:11][OH:12])[OH:10])[OH:8])[OH:6])=O.[Cl-].[CH2:14]([NH3+:21])[C:15]1[CH:20]=[CH:19][CH:18]=[CH:17][CH:16]=1.C(O)C.O.[CH2:26]([NH2:33])[C:27]1[CH:32]=[CH:31][CH:30]=[CH:29][CH:28]=1. (3) Given the product [O:1]1[C:5]2[CH:6]=[CH:7][CH:8]=[C:9]([O:21][CH:19]=[O:20])[C:4]=2[O:3][CH2:2]1, predict the reactants needed to synthesize it. The reactants are: [O:1]1[C:5]2[CH:6]=[CH:7][CH:8]=[C:9](C=O)[C:4]=2[O:3][CH2:2]1.C1C=C(Cl)C=C([C:19]([O:21]O)=[O:20])C=1. (4) Given the product [ClH:1].[O:31]1[C:36]2=[CH:37][N:38]=[C:39]([CH2:41][NH:3][CH:4]3[CH2:5][CH2:6][N:7]([CH2:10][CH2:11][N:12]4[C:21]5[C:16](=[N:17][CH:18]=[C:19]([F:22])[CH:20]=5)[CH:15]=[CH:14][C:13]4=[O:23])[CH2:8][CH2:9]3)[CH:40]=[C:35]2[CH2:34][CH2:33][CH2:32]1, predict the reactants needed to synthesize it. The reactants are: [ClH:1].Cl.[NH2:3][CH:4]1[CH2:9][CH2:8][N:7]([CH2:10][CH2:11][N:12]2[C:21]3[C:16](=[N:17][CH:18]=[C:19]([F:22])[CH:20]=3)[CH:15]=[CH:14][C:13]2=[O:23])[CH2:6][CH2:5]1.C(N(CC)CC)C.[O:31]1[C:36]2=[CH:37][N:38]=[C:39]([CH:41]=O)[CH:40]=[C:35]2[CH2:34][CH2:33][CH2:32]1.[BH-](OC(C)=O)(OC(C)=O)OC(C)=O.[Na+].C([O-])(O)=O.[Na+]. (5) Given the product [F:1][C:2]1[CH:3]=[CH:4][C:5]([C:8]2[CH:9]=[N:10][CH:11]=[C:12]([CH:17]=2)[C:13]([OH:15])=[O:14])=[CH:6][CH:7]=1, predict the reactants needed to synthesize it. The reactants are: [F:1][C:2]1[CH:7]=[CH:6][C:5]([C:8]2[CH:9]=[N:10][CH:11]=[C:12]([CH:17]=2)[C:13]([O:15]C)=[O:14])=[CH:4][CH:3]=1.BrC1C=C(C(OC)=O)C=NC=1.FC1C=CC(B(O)O)=CC=1. (6) Given the product [F:30][C:31]1([F:36])[CH2:35][CH2:34][N:33]([C:2]2[C:3]([F:28])=[C:4]([N:8]3[CH:13]=[C:12]([O:14][CH3:15])[C:11](=[O:16])[C:10]([C:17]4[N:21]([C:22]5[CH:27]=[CH:26][CH:25]=[CH:24][CH:23]=5)[N:20]=[CH:19][CH:18]=4)=[N:9]3)[CH:5]=[CH:6][CH:7]=2)[CH2:32]1, predict the reactants needed to synthesize it. The reactants are: Br[C:2]1[C:3]([F:28])=[C:4]([N:8]2[CH:13]=[C:12]([O:14][CH3:15])[C:11](=[O:16])[C:10]([C:17]3[N:21]([C:22]4[CH:27]=[CH:26][CH:25]=[CH:24][CH:23]=4)[N:20]=[CH:19][CH:18]=3)=[N:9]2)[CH:5]=[CH:6][CH:7]=1.Cl.[F:30][C:31]1([F:36])[CH2:35][CH2:34][NH:33][CH2:32]1.CC([O-])(C)C.[Na+].CC1(C)C2C(=C(P(C3C=CC=CC=3)C3C=CC=CC=3)C=CC=2)OC2C(P(C3C=CC=CC=3)C3C=CC=CC=3)=CC=CC1=2.